From a dataset of Reaction yield outcomes from USPTO patents with 853,638 reactions. Predict the reaction yield, written as a fraction of the theoretical maximum amount of product (1.0 means a 100% yield; for example, 0.34 means a 34% yield). (1) The reactants are [N+:1]([C:4]1[CH:5]=[C:6]([CH:9]=[C:10]([C:12]([F:15])([F:14])[F:13])[CH:11]=1)[C:7]#[N:8])([O-])=O.C(O)(=O)C.[Sn](Cl)Cl. The product is [NH2:1][C:4]1[CH:5]=[C:6]([CH:9]=[C:10]([C:12]([F:13])([F:14])[F:15])[CH:11]=1)[C:7]#[N:8]. The yield is 0.490. The catalyst is CCO.O. (2) The reactants are [NH2:1][C:2]1[CH:32]=[CH:31][C:5]2[N:6]=[C:7]([NH:9][C:10]3[CH:15]=[C:14]([CH2:16][C:17]4[CH:22]=[CH:21][CH:20]=[CH:19][CH:18]=4)[N:13]=[C:12]([NH:23][C@H:24]4[CH2:29][CH2:28][C@H:27]([OH:30])[CH2:26][CH2:25]4)[N:11]=3)[S:8][C:4]=2[CH:3]=1.C(N(C(C)C)C(C)C)C.Cl[CH2:43][CH2:44][N:45]=[C:46]=[O:47]. The catalyst is O1CCCC1. The product is [OH:30][C@H:27]1[CH2:26][CH2:25][C@H:24]([NH:23][C:12]2[N:11]=[C:10]([NH:9][C:7]3[S:8][C:4]4[CH:3]=[C:2]([N:1]5[CH2:43][CH2:44][NH:45][C:46]5=[O:47])[CH:32]=[CH:31][C:5]=4[N:6]=3)[CH:15]=[C:14]([CH2:16][C:17]3[CH:18]=[CH:19][CH:20]=[CH:21][CH:22]=3)[N:13]=2)[CH2:29][CH2:28]1. The yield is 0.390. (3) The reactants are [CH2:1]([O:8][CH2:9][C:10]1[C:11]([CH:18]=O)=[C:12]([OH:17])[C:13]([CH3:16])=[N:14][CH:15]=1)[C:2]1[CH:7]=[CH:6][CH:5]=[CH:4][CH:3]=1.[C:20]([C:22]1[CH:27]=[CH:26][C:25]([C:28]2[CH:33]=[CH:32][C:31]([NH2:34])=[CH:30][CH:29]=2)=[CH:24][CH:23]=1)#[N:21]. No catalyst specified. The product is [CH2:1]([O:8][CH2:9][C:10]1[C:11]([CH2:18][NH:34][C:31]2[CH:30]=[CH:29][C:28]([C:25]3[CH:26]=[CH:27][C:22]([C:20]#[N:21])=[CH:23][CH:24]=3)=[CH:33][CH:32]=2)=[C:12]([OH:17])[C:13]([CH3:16])=[N:14][CH:15]=1)[C:2]1[CH:3]=[CH:4][CH:5]=[CH:6][CH:7]=1. The yield is 0.600.